Dataset: Reaction yield outcomes from USPTO patents with 853,638 reactions. Task: Predict the reaction yield, written as a fraction of the theoretical maximum amount of product (1.0 means a 100% yield; for example, 0.34 means a 34% yield). (1) The yield is 0.410. The reactants are FC(F)(F)C(O)=O.[CH2:8]([O:28][CH:29]([CH3:33])[C:30]([O-:32])=[O:31])[CH2:9][CH2:10][CH2:11]/[CH:12]=[CH:13]\[CH2:14]/[CH:15]=[CH:16]\[CH2:17]/[CH:18]=[CH:19]\[CH2:20]/[CH:21]=[CH:22]\[CH2:23]/[CH:24]=[CH:25]\[CH2:26][CH3:27].C(OCC)C. The catalyst is ClCCl.CCCCCCC. The product is [CH2:8]([O:28][CH:29]([CH3:33])[C:30]([OH:32])=[O:31])[CH2:9][CH2:10][CH2:11]/[CH:12]=[CH:13]\[CH2:14]/[CH:15]=[CH:16]\[CH2:17]/[CH:18]=[CH:19]\[CH2:20]/[CH:21]=[CH:22]\[CH2:23]/[CH:24]=[CH:25]\[CH2:26][CH3:27]. (2) The reactants are [N+:1]([C:4]1[CH:12]=[C:11]2[C:7]([CH:8]=[CH:9][NH:10]2)=[CH:6][CH:5]=1)([O-:3])=[O:2].ClS([N:17]=[C:18]=O)(=O)=O.C([O-])(O)=O.[Na+]. The catalyst is CN(C=O)C.CC#N. The product is [N+:1]([C:4]1[CH:12]=[C:11]2[C:7]([C:8]([C:18]#[N:17])=[CH:9][NH:10]2)=[CH:6][CH:5]=1)([O-:3])=[O:2]. The yield is 0.820. (3) The reactants are [CH3:1][C:2]1[CH:7]=[CH:6][N:5]=[C:4]([NH2:8])[CH:3]=1.CCN(CC)CC.[C:16](Cl)(=[O:21])[C:17]([CH3:20])([CH3:19])[CH3:18]. The catalyst is C(Cl)Cl. The product is [CH3:1][C:2]1[CH:7]=[CH:6][N:5]=[C:4]([NH:8][C:16](=[O:21])[C:17]([CH3:20])([CH3:19])[CH3:18])[CH:3]=1. The yield is 0.820. (4) The reactants are [F:1][C:2]([F:22])([F:21])[C:3]([N:5]1[CH2:15][CH:14]2[CH2:16][CH2:17][CH:7]([C:8]3[C:13]2=[CH:12][C:11]([N+:18]([O-])=O)=[CH:10][CH:9]=3)[CH2:6]1)=[O:4]. The catalyst is CO.C(O)(=O)C.[Pd]. The product is [NH2:18][C:11]1[CH:12]=[C:13]2[C:8](=[CH:9][CH:10]=1)[CH:7]1[CH2:17][CH2:16][CH:14]2[CH2:15][N:5]([C:3](=[O:4])[C:2]([F:22])([F:1])[F:21])[CH2:6]1. The yield is 1.00. (5) The yield is 0.310. The product is [ClH:68].[CH3:37][N:36]([CH3:38])[C:34]1[C:33]2[C:28](=[CH:29][CH:30]=[CH:31][CH:32]=2)[N:27]=[C:26]([NH:25][C@@H:22]2[CH2:23][CH2:24][C@H:19]([CH2:18][NH:17][C:10](=[O:12])[C:9]3[CH:13]=[CH:14][CH:15]=[N:16][C:8]=3[O:1][C:2]3[CH:3]=[CH:4][CH:5]=[CH:6][CH:7]=3)[CH2:20][CH2:21]2)[CH:35]=1. The reactants are [O:1]([C:8]1[N:16]=[CH:15][CH:14]=[CH:13][C:9]=1[C:10]([OH:12])=O)[C:2]1[CH:7]=[CH:6][CH:5]=[CH:4][CH:3]=1.[NH2:17][CH2:18][C@@H:19]1[CH2:24][CH2:23][C@H:22]([NH:25][C:26]2[CH:35]=[C:34]([N:36]([CH3:38])[CH3:37])[C:33]3[C:28](=[CH:29][CH:30]=[CH:31][CH:32]=3)[N:27]=2)[CH2:21][CH2:20]1.CCN(CC)CC.C1C=CC2N(O)N=NC=2C=1.O.CCN=C=NCCCN(C)C.[ClH:68].Cl. The catalyst is CN(C=O)C.CCOC(C)=O.O. (6) The reactants are [Cl:1][C:2]1[CH:7]=[CH:6][C:5]([CH:8]([C:10]2[CH:14]=[C:13]([C:15]3[CH:20]=[CH:19][N:18]=[C:17](F)[CH:16]=3)[S:12][C:11]=2[C:22]2[N:26]=[CH:25][N:24](C3CCCCO3)[N:23]=2)[OH:9])=[CH:4][CH:3]=1.[CH2:33]([CH2:35][NH2:36])[OH:34].C(N(CC)C(C)C)(C)C.CS(C)=O.O1CCOCC1.Cl. The catalyst is O. The product is [Cl:1][C:2]1[CH:7]=[CH:6][C:5]([CH:8]([OH:9])[C:10]2[CH:14]=[C:13]([C:15]3[CH:20]=[CH:19][N:18]=[C:17]([NH:36][CH2:35][CH2:33][OH:34])[CH:16]=3)[S:12][C:11]=2[C:22]2[NH:26][CH:25]=[N:24][N:23]=2)=[CH:4][CH:3]=1. The yield is 0.242.